Task: Binary Classification. Given a miRNA mature sequence and a target amino acid sequence, predict their likelihood of interaction.. Dataset: Experimentally validated miRNA-target interactions with 360,000+ pairs, plus equal number of negative samples (1) The miRNA is hsa-miR-4767 with sequence CGCGGGCGCUCCUGGCCGCCGCC. The protein sequence of the target gene is MEFVMKQALGGATKDMGKMLGGDEEKDPDAAKKEEERQEALRQAEEERKAKYAKMEAEREAVRQGIRDKYGIKKKEEREAEAQAAMEANSEGSLTRPKKAIPPGCGDEVEEEDESILDTVIKYLPGPLQDMLKK. Result: 1 (interaction). (2) The miRNA is hsa-miR-6868-3p with sequence UUCCUUCUGUUGUCUGUGCAG. The protein sequence of the target gene is MALKMVKGSIDRMFDKNLQDLVRGIRNHKEDEAKYISQCIDEIKQELKQDNIAVKANAVCKLTYLQMLGYDISWAAFNIIEVMSASKFTFKRVGYLAASQCFHEGTDVIMLTTNQIRKDLSSPSQYDTGVALTGLSCFVTPDLARDLANDIMTLMSHTKPYIRKKAVLIMYKVFLKYPESLRPAFPRLKEKLEDPDPGVQSAAVNVICELARRNPKNYLSLAPLFFKLMTSSTNNWVLIKIIKLFGALTPLEPRLGKKLIEPLTNLIHSTSAMSLLYECVNTVIAVLISLSSGMPNHSAS.... Result: 0 (no interaction). (3) The miRNA is hsa-miR-645 with sequence UCUAGGCUGGUACUGCUGA. The protein sequence of the target gene is MAASVAAAARRLRRAIRRSPAWRGLSHRPLSSEPPAAKASAVRAAFLNFFRDRHGHRLVPSASVRPRGDPSLLFVNAGMNQFKPIFLGTVDPRSEMAGFRRVANSQKCVRAGGHHNDLEDVGRDLSHHTFFEMLGNWAFGGEYFKEEACNMAWELLTQVYGIPEERLWISYFDGDPKAGLDPDLETRDIWLSLGVPASRVLSFGPQENFWEMGDTGPCGPCTEIHYDLAGGVGAPQLVELWNLVFMQHNREADGSLQPLPQRHVDTGMGLERLVAVLQGKHSTYDTDLFSPLLNAIQQGC.... Result: 0 (no interaction). (4) The miRNA is mmu-let-7b-5p with sequence UGAGGUAGUAGGUUGUGUGGUU. The protein sequence of the target gene is MGLFDRGVQMLLTTVGAFAAFSLMTIAVGTDYWLYSRGVCKTKSVSENETSKKNEEVMTHSGLWRTCCLEGNFKGLCKQIDHFPEDADYEADTAEYFLRAVRASSIFPILSVILLFMGGLCIAASEFYKTRHNIILSAGIFFVSAGLSNIIGIIVYISANAGDPSKSDSKKNSYSYGWSFYFGALSFIIAEMVGVLAVHMFIDRHKQLRATARATDYLQASAITRIPSYRYRYQRRSRSSSRSTEPSHSRDASPVGVKGFNTLPSTEISMYTLSRDPLKAATTPTATYNSDRDNSFLQVH.... Result: 0 (no interaction). (5) The miRNA is hsa-miR-520g-3p with sequence ACAAAGUGCUUCCCUUUAGAGUGU. The protein sequence of the target gene is MGRKKIQISRITDERNRQVTFNKRKFGVMKKAYELSVLCDCEIALIIFSSSNKLYQYASTDMDRVLLKYTEYNEPHESLTNKNIIEKENKNGVMSPDSPEAETDYTLTPRTEAKYNKIDEEFQNMMQRNQMAIGGAGAPRQLPNSSYTLPVSVPVPGSYGDNLLQASPQMSHTNISPRPSSSETDSGGMSLIIYPSGSMLEMSNGYPHSHSPLVGSPSPGPSPGIAHHLSIKQQSPGSQNGRASNLRVVIPPTIAPIPPNMSAPDDVGYADQRQSQTSLNTPVVTLQTPIPALTSYSFGA.... Result: 0 (no interaction).